From a dataset of Forward reaction prediction with 1.9M reactions from USPTO patents (1976-2016). Predict the product of the given reaction. (1) Given the reactants [OH:1][CH:2]1[CH2:7][N:6]([C:8]([O:10][CH2:11][CH3:12])=[O:9])[CH2:5][CH:4]=[CH:3]1.N1C=CN=C1.[Si:18](Cl)([C:21]([CH3:24])([CH3:23])[CH3:22])([CH3:20])[CH3:19], predict the reaction product. The product is: [Si:18]([O:1][CH:2]1[CH2:7][N:6]([C:8]([O:10][CH2:11][CH3:12])=[O:9])[CH2:5][CH:4]=[CH:3]1)([C:21]([CH3:24])([CH3:23])[CH3:22])([CH3:20])[CH3:19]. (2) Given the reactants [C:1]([O:6][CH2:7][C:8]1[CH:13]=[CH:12][CH:11]=[CH:10][CH:9]=1)(=[O:5])/[CH:2]=[CH:3]/[CH3:4].C(N(CC)CC)C.[Br-].[C:22]([O:26][C:27]([NH:29][C:30]1[CH:35]=[CH:34][N+:33]([CH2:36][C:37]([C:39]2[CH:44]=[CH:43][C:42]([N+:45]([O-:47])=[O:46])=[C:41]([O:48][CH3:49])[CH:40]=2)=[O:38])=[CH:32][CH:31]=1)=[O:28])([CH3:25])([CH3:24])[CH3:23], predict the reaction product. The product is: [C:22]([O:26][C:27]([NH:29][C:30]1[CH:35]=[CH:34][N:33]2[C:32]([CH:31]=1)=[C:2]([C:1]([O:6][CH2:7][C:8]1[CH:13]=[CH:12][CH:11]=[CH:10][CH:9]=1)=[O:5])[C:3]([CH3:4])=[C:36]2[C:37](=[O:38])[C:39]1[CH:44]=[CH:43][C:42]([N+:45]([O-:47])=[O:46])=[C:41]([O:48][CH3:49])[CH:40]=1)=[O:28])([CH3:25])([CH3:24])[CH3:23]. (3) Given the reactants [CH2:1]1[N:6]([CH:7]([C:11]2[CH:12]=[N:13][CH:14]=[CH:15][CH:16]=2)[C:8]([O-:10])=O)[CH2:5][CH2:4][N:3]2[CH2:17][CH2:18][CH2:19][C@@H:2]12.[K+].[F:21][C:22]([F:36])([F:35])[C:23]1[CH:24]=[C:25]([NH:33][NH2:34])[CH:26]=[C:27]([C:29]([F:32])([F:31])[F:30])[CH:28]=1.F[P-](F)(F)(F)(F)F.N1(O[P+](N(C)C)(N(C)C)N(C)C)C2C=CC=CC=2N=N1, predict the reaction product. The product is: [F:21][C:22]([F:35])([F:36])[C:23]1[CH:24]=[C:25]([NH:33][NH:34][C:8](=[O:10])[CH:7]([N:6]2[CH2:5][CH2:4][N:3]3[CH2:17][CH2:18][CH2:19][C@H:2]3[CH2:1]2)[C:11]2[CH:12]=[N:13][CH:14]=[CH:15][CH:16]=2)[CH:26]=[C:27]([C:29]([F:32])([F:30])[F:31])[CH:28]=1. (4) Given the reactants [F:1][C:2]1[CH:7]=[CH:6][C:5]([C:8]2[CH:13]=[CH:12][CH:11]=[CH:10][C:9]=2[N:14](COCC[Si](C)(C)C)[S:15]([C:18]2[CH:23]=[CH:22][C:21]([O:24][CH3:25])=[CH:20][CH:19]=2)(=[O:17])=[O:16])=[C:4]([C@H:34]([OH:36])[CH3:35])[CH:3]=1.[F-].C([N+](CCCC)(CCCC)CCCC)CCC, predict the reaction product. The product is: [F:1][C:2]1[CH:7]=[CH:6][C:5]([C:8]2[CH:13]=[CH:12][CH:11]=[CH:10][C:9]=2[NH:14][S:15]([C:18]2[CH:23]=[CH:22][C:21]([O:24][CH3:25])=[CH:20][CH:19]=2)(=[O:16])=[O:17])=[C:4]([C@H:34]([OH:36])[CH3:35])[CH:3]=1. (5) Given the reactants Br[C:2]1[CH:3]=[CH:4][C:5]([S:8]([CH3:11])(=[O:10])=[O:9])=[N:6][CH:7]=1.[CH2:12]1[C:16]2([CH2:21][CH2:20][N:19]([C:22]([O:24][C:25]([CH3:28])([CH3:27])[CH3:26])=[O:23])[CH2:18][CH2:17]2)[CH2:15][CH2:14][NH:13]1.COC1C=CC=C(OC)C=1C1C=CC=CC=1P(C1CCCCC1)C1CCCCC1.C([O-])([O-])=O.[Cs+].[Cs+], predict the reaction product. The product is: [CH3:11][S:8]([C:5]1[N:6]=[CH:7][C:2]([N:13]2[CH2:14][CH2:15][C:16]3([CH2:21][CH2:20][N:19]([C:22]([O:24][C:25]([CH3:28])([CH3:27])[CH3:26])=[O:23])[CH2:18][CH2:17]3)[CH2:12]2)=[CH:3][CH:4]=1)(=[O:10])=[O:9]. (6) Given the reactants CN(C)C=O.[OH:6][CH2:7][C:8]([CH3:12])([CH3:11])[C:9]#[N:10].[H-].[Na+].Br[CH2:16][C:17]1[CH:22]=[CH:21][C:20]([F:23])=[CH:19][CH:18]=1, predict the reaction product. The product is: [F:23][C:20]1[CH:21]=[CH:22][C:17]([CH2:16][O:6][CH2:7][C:8]([CH3:12])([CH3:11])[C:9]#[N:10])=[CH:18][CH:19]=1. (7) The product is: [F:1][C:2]([F:7])([F:6])[C:3]([OH:5])=[O:4].[F:8][C:9]([F:14])([F:13])[C:10]([OH:12])=[O:11].[F:15][C:16]([F:21])([F:20])[C:17]([OH:19])=[O:18].[Cl:22][C:23]1[CH:24]=[N:25][C:26]2[NH:27][C:28]3[CH:29]=[N:30][CH:31]=[C:32]([CH:54]=3)[CH2:33][CH2:34][C:35]3[CH:43]=[C:39]([NH:40][C:41]=1[N:42]=2)[CH:38]=[CH:37][C:36]=3[NH:44][C:45](=[O:53])[CH2:46][CH:47]1[CH2:52][CH2:51][N:50]([S:62]([C:58]2[CH:57]=[N:56][CH:61]=[CH:60][CH:59]=2)(=[O:64])=[O:63])[CH2:49][CH2:48]1. Given the reactants [F:1][C:2]([F:7])([F:6])[C:3]([OH:5])=[O:4].[F:8][C:9]([F:14])([F:13])[C:10]([OH:12])=[O:11].[F:15][C:16]([F:21])([F:20])[C:17]([OH:19])=[O:18].[Cl:22][C:23]1[CH:24]=[N:25][C:26]2[NH:27][C:28]3[CH:29]=[N:30][CH:31]=[C:32]([CH:54]=3)[CH2:33][CH2:34][C:35]3[CH:43]=[C:39]([NH:40][C:41]=1[N:42]=2)[CH:38]=[CH:37][C:36]=3[NH:44][C:45](=[O:53])[CH2:46][CH:47]1[CH2:52][CH2:51][NH:50][CH2:49][CH2:48]1.Cl.[N:56]1[CH:61]=[CH:60][CH:59]=[C:58]([S:62](Cl)(=[O:64])=[O:63])[CH:57]=1, predict the reaction product. (8) Given the reactants [CH2:1]([C:3]1[CH:8]=[C:7]([C:9]2[CH:10]=[N:11][C:12](SC)=[N:13][CH:14]=2)[CH:6]=[CH:5][C:4]=1[N:17]([CH3:28])[C:18]1[N:23]=[CH:22][C:21]2[N:24]=[CH:25][N:26]([CH3:27])[C:20]=2[CH:19]=1)[CH3:2].O[O:30][S:31]([O-:33])=O.[K+].[CH2:35](Cl)Cl, predict the reaction product. The product is: [CH2:1]([C:3]1[CH:8]=[C:7]([C:9]2[CH:10]=[N:11][C:12]([S:31]([CH3:35])(=[O:33])=[O:30])=[N:13][CH:14]=2)[CH:6]=[CH:5][C:4]=1[N:17]([CH3:28])[C:18]1[N:23]=[CH:22][C:21]2[N:24]=[CH:25][N:26]([CH3:27])[C:20]=2[CH:19]=1)[CH3:2]. (9) Given the reactants CCN(C(C)C)C(C)C.OC(C(F)(F)F)=O.[NH2:17][CH2:18][C:19]([N:21]1[CH2:26][CH2:25][N:24]([C:27](=[O:38])[C:28]2[CH:33]=[CH:32][CH:31]=[CH:30][C:29]=2[C:34]([F:37])([F:36])[F:35])[CH2:23][CH2:22]1)=[O:20].C1C=CC2N(O)N=NC=2C=1.CCN=C=NCCCN(C)C.Cl.[C:61]1([C:67]2[CH:68]=[C:69]([CH:73]=[CH:74][CH:75]=2)[C:70](O)=[O:71])[CH:66]=[CH:65][CH:64]=[CH:63][CH:62]=1, predict the reaction product. The product is: [O:20]=[C:19]([N:21]1[CH2:22][CH2:23][N:24]([C:27](=[O:38])[C:28]2[CH:33]=[CH:32][CH:31]=[CH:30][C:29]=2[C:34]([F:37])([F:35])[F:36])[CH2:25][CH2:26]1)[CH2:18][NH:17][C:70]([C:69]1[CH:68]=[C:67]([C:61]2[CH:66]=[CH:65][CH:64]=[CH:63][CH:62]=2)[CH:75]=[CH:74][CH:73]=1)=[O:71].